This data is from Forward reaction prediction with 1.9M reactions from USPTO patents (1976-2016). The task is: Predict the product of the given reaction. Given the reactants [C:1]([O:5][C:6]([N:8]1[CH2:12][CH2:11][C@H:10]([F:13])[C@H:9]1[C:14]([O:16]CC1C=CC=CC=1)=[O:15])=[O:7])([CH3:4])([CH3:3])[CH3:2], predict the reaction product. The product is: [C:1]([O:5][C:6]([N:8]1[CH2:12][CH2:11][C@H:10]([F:13])[C@H:9]1[C:14]([OH:16])=[O:15])=[O:7])([CH3:4])([CH3:2])[CH3:3].